This data is from HIV replication inhibition screening data with 41,000+ compounds from the AIDS Antiviral Screen. The task is: Binary Classification. Given a drug SMILES string, predict its activity (active/inactive) in a high-throughput screening assay against a specified biological target. (1) The drug is CC(=NN)C(C)=NN=C(C)C(C)=NN. The result is 0 (inactive). (2) The molecule is CN(C)c1ccc(N=Nc2ccc(C=Cc3ccnc4ccccc34)cc2)cc1. The result is 0 (inactive). (3) The compound is CCOc1ccccc1N1C(=O)C(=O)C(c2nc3ccccc3o2)C(=NN)C1=O. The result is 0 (inactive). (4) The result is 0 (inactive). The compound is CC(C)(C)c1cc2ccc(C(N)=O)cc2c(O)n1. (5) The compound is FC1=C2C3CCC(C3)C2C1(F)F. The result is 0 (inactive). (6) The compound is C=C(C(=C)S(=O)(=O)c1ccc([N+](=O)[O-])cc1[N+](=O)[O-])S(=O)(=O)c1ccc([N+](=O)[O-])cc1[N+](=O)[O-]. The result is 0 (inactive). (7) The compound is Oc1ccc(N=Nc2cc(O)nc(O)n2)cc1. The result is 0 (inactive).